From a dataset of Reaction yield outcomes from USPTO patents with 853,638 reactions. Predict the reaction yield, written as a fraction of the theoretical maximum amount of product (1.0 means a 100% yield; for example, 0.34 means a 34% yield). (1) The reactants are C([O:3][C:4](=[O:20])[C:5]1[CH:10]=[CH:9][C:8]([O:11][C:12]2[CH:17]=[CH:16][C:15]([CH:18]=[O:19])=[CH:14][CH:13]=2)=[N:7][CH:6]=1)C.CO.[OH-].[Na+].Cl. The catalyst is C(OCC)(=O)C.C1COCC1. The product is [CH:18]([C:15]1[CH:16]=[CH:17][C:12]([O:11][C:8]2[CH:9]=[CH:10][C:5]([C:4]([OH:20])=[O:3])=[CH:6][N:7]=2)=[CH:13][CH:14]=1)=[O:19]. The yield is 0.850. (2) The reactants are [Cl:1][C:2]1[CH:3]=[CH:4][C:5]([O:19][CH2:20][C:21]2[CH:26]=[CH:25][C:24]([Cl:27])=[CH:23][C:22]=2[F:28])=[C:6]([CH:18]=1)[CH2:7][N:8]1[C:12]2=[N:13][CH:14]=[CH:15][C:16](I)=[C:11]2[CH2:10][CH2:9]1.[CH3:29][N:30](C=O)C. The catalyst is [C-]#N.[C-]#N.[Zn+2].C1C=CC([P]([Pd]([P](C2C=CC=CC=2)(C2C=CC=CC=2)C2C=CC=CC=2)([P](C2C=CC=CC=2)(C2C=CC=CC=2)C2C=CC=CC=2)[P](C2C=CC=CC=2)(C2C=CC=CC=2)C2C=CC=CC=2)(C2C=CC=CC=2)C2C=CC=CC=2)=CC=1. The product is [Cl:1][C:2]1[CH:3]=[CH:4][C:5]([O:19][CH2:20][C:21]2[CH:26]=[CH:25][C:24]([Cl:27])=[CH:23][C:22]=2[F:28])=[C:6]([CH:18]=1)[CH2:7][N:8]1[C:12]2[N:13]=[CH:14][CH:15]=[C:16]([C:29]#[N:30])[C:11]=2[CH2:10][CH2:9]1. The yield is 0.900. (3) The reactants are [NH2:1][C:2]1[CH:12]=[CH:11][C:5]([C:6]([O:8][CH2:9][CH3:10])=[O:7])=[CH:4][N:3]=1.[C:13]([N:21]=[C:22]=[S:23])(=[O:20])[C:14]1[CH:19]=[CH:18][CH:17]=[CH:16][CH:15]=1. The catalyst is CC(C)=O. The product is [C:13]([NH:21][C:22](=[S:23])[NH:1][C:2]1[CH:12]=[CH:11][C:5]([C:6]([O:8][CH2:9][CH3:10])=[O:7])=[CH:4][N:3]=1)(=[O:20])[C:14]1[CH:19]=[CH:18][CH:17]=[CH:16][CH:15]=1. The yield is 0.820. (4) The reactants are [Cl:1][C:2]1[N:3]=[CH:4][C:5]([F:14])=[C:6]2[C:11]=1[N:10]=[CH:9][C:8]([O:12]C)=[CH:7]2.B(Br)(Br)Br. The yield is 0.810. The product is [Cl:1][C:2]1[N:3]=[CH:4][C:5]([F:14])=[C:6]2[C:11]=1[N:10]=[CH:9][C:8]([OH:12])=[CH:7]2. The catalyst is ClCCCl. (5) The reactants are [CH2:1]([O:3][C:4](=[O:10])[CH2:5][NH:6][C:7](=[O:9])[CH3:8])[CH3:2].CN1C=CN=C1.[C:17](Cl)(=[O:33])[CH2:18][CH2:19][CH2:20][CH2:21][CH2:22][CH2:23][CH2:24][CH2:25][CH2:26][CH2:27][CH2:28][CH2:29][CH2:30][CH2:31][CH3:32].C(N(CC)CC)C. The catalyst is [Ti](Cl)(Cl)(Cl)Cl.O.ClC1C=CC=CC=1. The product is [C:7]([NH:6][CH:5]([C:17](=[O:33])[CH2:18][CH2:19][CH2:20][CH2:21][CH2:22][CH2:23][CH2:24][CH2:25][CH2:26][CH2:27][CH2:28][CH2:29][CH2:30][CH2:31][CH3:32])[C:4]([O:3][CH2:1][CH3:2])=[O:10])(=[O:9])[CH3:8]. The yield is 0.740. (6) The reactants are [C:1](=[O:12])(OC(Cl)(Cl)Cl)OC(Cl)(Cl)Cl.[NH2:13][C:14]1[CH:15]=[C:16]([CH:35]=[CH:36][CH:37]=1)[O:17][C:18]1[CH:32]=[CH:31][C:21]2[N:22]=[C:23]([NH:25][C:26]([CH:28]3[CH2:30][CH2:29]3)=[O:27])[S:24][C:20]=2[C:19]=1[C:33]#[N:34].C(N(CC)CC)C.[F:45][C:46]([F:55])([F:54])[C:47]1[N:52]=[CH:51][C:50]([NH2:53])=[CH:49][CH:48]=1. The catalyst is O1CCCC1.C(OCC)(=O)C. The product is [C:33]([C:19]1[C:20]2[S:24][C:23]([NH:25][C:26]([CH:28]3[CH2:30][CH2:29]3)=[O:27])=[N:22][C:21]=2[CH:31]=[CH:32][C:18]=1[O:17][C:16]1[CH:35]=[CH:36][CH:37]=[C:14]([NH:13][C:1](=[O:12])[NH:53][C:50]2[CH:51]=[N:52][C:47]([C:46]([F:55])([F:45])[F:54])=[CH:48][CH:49]=2)[CH:15]=1)#[N:34]. The yield is 0.260. (7) The reactants are [C:1]([OH:5])([CH3:4])([CH3:3])[CH3:2].CCN=C=NCCCN(C)C.Cl.[CH3:18][O:19][C:20]1[CH:21]=[C:22]([CH:25]=[C:26]([C:29](O)=[O:30])[C:27]=1[OH:28])[CH:23]=[O:24].O. The catalyst is CN(C1C=CN=CC=1)C.O1CCCC1. The product is [CH3:18][O:19][C:20]1[CH:21]=[C:22]([CH:25]=[C:26]([C:29]([O:5][C:1]([CH3:4])([CH3:3])[CH3:2])=[O:30])[C:27]=1[OH:28])[CH:23]=[O:24]. The yield is 0.0600.